Dataset: NCI-60 drug combinations with 297,098 pairs across 59 cell lines. Task: Regression. Given two drug SMILES strings and cell line genomic features, predict the synergy score measuring deviation from expected non-interaction effect. Drug 1: CN(CC1=CN=C2C(=N1)C(=NC(=N2)N)N)C3=CC=C(C=C3)C(=O)NC(CCC(=O)O)C(=O)O. Drug 2: C1=NNC2=C1C(=O)NC=N2. Cell line: MALME-3M. Synergy scores: CSS=17.2, Synergy_ZIP=0.801, Synergy_Bliss=0.457, Synergy_Loewe=-6.63, Synergy_HSA=0.522.